Dataset: Forward reaction prediction with 1.9M reactions from USPTO patents (1976-2016). Task: Predict the product of the given reaction. (1) Given the reactants C([O:8][C:9]1[C:10]([O:27][CH2:28][CH3:29])=[N:11][C:12]([CH2:15][O:16][Si:17]([CH:24]([CH3:26])[CH3:25])([CH:21]([CH3:23])[CH3:22])[CH:18]([CH3:20])[CH3:19])=[CH:13][CH:14]=1)C1C=CC=CC=1.[H][H], predict the reaction product. The product is: [CH2:28]([O:27][C:10]1[C:9]([OH:8])=[CH:14][CH:13]=[C:12]([CH2:15][O:16][Si:17]([CH:21]([CH3:22])[CH3:23])([CH:18]([CH3:20])[CH3:19])[CH:24]([CH3:25])[CH3:26])[N:11]=1)[CH3:29]. (2) Given the reactants [BrH:1].[OH:2][C:3]1[CH:4]=[C:5]([CH3:14])[CH:6]=[C:7]2[C:12]=1[NH:11][C:10](=[O:13])[CH:9]=[CH:8]2, predict the reaction product. The product is: [Br:1][C:6]1[C:5]([CH3:14])=[CH:4][C:3]([OH:2])=[C:12]2[C:7]=1[CH:8]=[CH:9][C:10](=[O:13])[NH:11]2. (3) Given the reactants C([O:5][C:6](=[O:43])[C:7]1[CH:12]=[CH:11][C:10]([N:13]2[CH2:17][CH2:16][C@H:15]([O:18][C:19]3[CH:24]=[CH:23][C:22]([NH:25][C:26]([C:28]4[N:29]=[C:30]([C:37]5[CH:42]=[CH:41][CH:40]=[CH:39][CH:38]=5)[O:31][C:32]=4[C:33]([F:36])([F:35])[F:34])=[O:27])=[CH:21][CH:20]=3)[CH2:14]2)=[CH:9][CH:8]=1)(C)(C)C, predict the reaction product. The product is: [C:37]1([C:30]2[O:31][C:32]([C:33]([F:36])([F:34])[F:35])=[C:28]([C:26]([NH:25][C:22]3[CH:21]=[CH:20][C:19]([O:18][C@H:15]4[CH2:16][CH2:17][N:13]([C:10]5[CH:11]=[CH:12][C:7]([C:6]([OH:43])=[O:5])=[CH:8][CH:9]=5)[CH2:14]4)=[CH:24][CH:23]=3)=[O:27])[N:29]=2)[CH:38]=[CH:39][CH:40]=[CH:41][CH:42]=1. (4) Given the reactants Br[C:2]1[CH:7]=[C:6]([N+:8]([O-:10])=[O:9])[CH:5]=[CH:4][C:3]=1[O:11][CH3:12].B1([C:19]2[CH:24]=[CH:23][CH:22]=[N:21][CH:20]=2)OCCCO1, predict the reaction product. The product is: [CH3:12][O:11][C:3]1[CH:4]=[CH:5][C:6]([N+:8]([O-:10])=[O:9])=[CH:7][C:2]=1[C:19]1[CH:20]=[N:21][CH:22]=[CH:23][CH:24]=1. (5) The product is: [ClH:1].[F:2][C:3]1[CH:8]=[CH:7][C:6]([C:9]2([N:12]3[CH2:17][CH2:16][C:15](=[CH:18][C:19]([OH:21])=[O:20])[CH2:14][CH2:13]3)[CH2:11][CH2:10]2)=[CH:5][CH:4]=1. Given the reactants [ClH:1].[F:2][C:3]1[CH:8]=[CH:7][C:6]([C:9]2([N:12]3[CH2:17][CH2:16][C:15](=[CH:18][C:19]([O:21]C(C)(C)C)=[O:20])[CH2:14][CH2:13]3)[CH2:11][CH2:10]2)=[CH:5][CH:4]=1, predict the reaction product.